Dataset: Full USPTO retrosynthesis dataset with 1.9M reactions from patents (1976-2016). Task: Predict the reactants needed to synthesize the given product. (1) Given the product [Cl:1][C:2]1[C:7]([C:8]([NH:14][C:13]2[CH:15]=[CH:16][C:17]([F:19])=[CH:18][C:12]=2[F:11])=[O:10])=[CH:6][N:5]=[CH:4][CH:3]=1, predict the reactants needed to synthesize it. The reactants are: [Cl:1][C:2]1[C:7]([C:8]([OH:10])=O)=[CH:6][N:5]=[CH:4][CH:3]=1.[F:11][C:12]1[CH:18]=[C:17]([F:19])[CH:16]=[CH:15][C:13]=1[NH2:14].F[P-](F)(F)(F)(F)F.Br[P+](N1CCCC1)(N1CCCC1)N1CCCC1.C(N(C(C)C)CC)(C)C. (2) Given the product [O:43]=[C:2]([C:3]1[CH:30]=[CH:7][CH:6]=[CH:5][CH:4]=1)[CH2:1][O:9][C:10]1[CH:28]=[CH:27][C:13]([CH2:14][O:15][C:16]2[CH:21]=[CH:20][C:19]([CH2:22][CH2:23][C:24]([NH2:42])=[O:25])=[CH:18][CH:17]=2)=[CH:12][CH:11]=1, predict the reactants needed to synthesize it. The reactants are: [C:1]([O:9][C:10]1[CH:28]=[CH:27][C:13]([CH2:14][O:15][C:16]2[CH:21]=[CH:20][C:19]([CH2:22][CH2:23][C:24](O)=[O:25])=[CH:18][CH:17]=2)=[CH:12][CH:11]=1)(=O)[C:2]1[CH:7]=[CH:6][CH:5]=[CH:4][CH:3]=1.Cl[C:30](OCC)=O.C(N(CC)CC)C.[NH4+:42].[OH-:43]. (3) Given the product [NH:27]1[C:31]([C:2]2[C:3]([N:22]3[CH2:26][CH2:25][CH2:24][CH2:23]3)=[N:4][CH:5]=[C:6]([CH:21]=2)[C:7]([NH:9][C:10]2[CH:15]=[CH:14][C:13]([O:16][C:17]([F:18])([F:20])[F:19])=[CH:12][CH:11]=2)=[O:8])=[CH:30][CH:29]=[N:28]1, predict the reactants needed to synthesize it. The reactants are: Br[C:2]1[C:3]([N:22]2[CH2:26][CH2:25][CH2:24][CH2:23]2)=[N:4][CH:5]=[C:6]([CH:21]=1)[C:7]([NH:9][C:10]1[CH:15]=[CH:14][C:13]([O:16][C:17]([F:20])([F:19])[F:18])=[CH:12][CH:11]=1)=[O:8].[NH:27]1[CH:31]=[CH:30][C:29](B(O)O)=[N:28]1.C([O-])([O-])=O.[Na+].[Na+].COCCOC.